This data is from Catalyst prediction with 721,799 reactions and 888 catalyst types from USPTO. The task is: Predict which catalyst facilitates the given reaction. (1) Product: [N+:1]([C:4]1[CH:5]=[C:6]([CH2:10][C:11]2[C:19]3[C:14](=[CH:15][CH:16]=[CH:17][CH:18]=3)[N:13]([CH2:20][C:21]([OH:23])=[O:22])[CH:12]=2)[CH:7]=[CH:8][CH:9]=1)([O-:3])=[O:2]. Reactant: [N+:1]([C:4]1[CH:5]=[C:6]([CH2:10][C:11]2[C:19]3[C:14](=[CH:15][CH:16]=[CH:17][CH:18]=3)[N:13]([CH2:20][C:21]([O:23]CC)=[O:22])[CH:12]=2)[CH:7]=[CH:8][CH:9]=1)([O-:3])=[O:2].[OH-].[Na+].Cl. The catalyst class is: 242. (2) The catalyst class is: 415. Product: [CH3:1][S:2]([C:5]1[N:6]=[CH:7][C:8]([NH2:13])=[C:9]([O:11][CH3:12])[CH:10]=1)(=[O:4])=[O:3]. Reactant: [CH3:1][S:2]([C:5]1[CH:10]=[C:9]([O:11][CH3:12])[C:8]([N+:13]([O-])=O)=[CH:7][N:6]=1)(=[O:4])=[O:3].O.Cl.